From a dataset of Full USPTO retrosynthesis dataset with 1.9M reactions from patents (1976-2016). Predict the reactants needed to synthesize the given product. (1) Given the product [CH2:1]([C:8]1[CH:9]=[C:10]([CH:11]=[C:12]([Br:14])[CH:13]=1)[CH:24]=[O:25])[C:2]1[CH:3]=[CH:4][CH:5]=[CH:6][CH:7]=1, predict the reactants needed to synthesize it. The reactants are: [CH2:1]([C:8]1[CH:13]=[C:12]([Br:14])[CH:11]=[C:10](Br)[CH:9]=1)[C:2]1[CH:7]=[CH:6][CH:5]=[CH:4][CH:3]=1.[Li]CCCC.CN([CH:24]=[O:25])C. (2) Given the product [Br:16][C:17]1[CH:18]=[C:19]([CH:23]=[CH:24][C:25]=1[O:26][CH3:27])[C:20]([C:14]1[C:9]([C:7]#[N:8])=[N:10][CH:11]=[CH:12][CH:13]=1)=[O:21], predict the reactants needed to synthesize it. The reactants are: [Cu]C#N.[Br-].[Li+].[Br-].[C:7]([C:9]1[C:14]([Zn+])=[CH:13][CH:12]=[CH:11][N:10]=1)#[N:8].[Br:16][C:17]1[CH:18]=[C:19]([CH:23]=[CH:24][C:25]=1[O:26][CH3:27])[C:20](Cl)=[O:21].